This data is from Catalyst prediction with 721,799 reactions and 888 catalyst types from USPTO. The task is: Predict which catalyst facilitates the given reaction. (1) Reactant: C(=O)([O-])[O-].[Na+].[Na+].Br[C:8]1[C:9]([C:14]2[CH:19]=[CH:18][CH:17]=[CH:16][CH:15]=2)=[N:10][O:11][C:12]=1[CH3:13].[C:20]([C:23]1[CH:28]=[CH:27][C:26](OB(O)O)=[CH:25][CH:24]=1)(=[O:22])[CH3:21].C(OCC)(=O)C.O. Product: [CH3:13][C:12]1[O:11][N:10]=[C:9]([C:14]2[CH:19]=[CH:18][CH:17]=[CH:16][CH:15]=2)[C:8]=1[C:26]1[CH:27]=[CH:28][C:23]([C:20](=[O:22])[CH3:21])=[CH:24][CH:25]=1. The catalyst class is: 628. (2) Reactant: FC(F)(F)C(O)=O.C([O:12][C:13](=[O:49])[CH2:14][C@@:15]1([C:33]([NH:35][CH:36]2[CH2:41][CH2:40][N:39](C(OC(C)(C)C)=O)[CH2:38][CH2:37]2)=[O:34])[C@H:19]([CH3:20])[CH2:18][N:17]([CH2:21][C:22]2[C:27]([C:28]([F:31])([F:30])[F:29])=[CH:26][CH:25]=[CH:24][C:23]=2[Cl:32])[CH2:16]1)(C)(C)C. Product: [Cl:32][C:23]1[CH:24]=[CH:25][CH:26]=[C:27]([C:28]([F:29])([F:31])[F:30])[C:22]=1[CH2:21][N:17]1[CH2:18][C@H:19]([CH3:20])[C@:15]([CH2:14][C:13]([OH:49])=[O:12])([C:33](=[O:34])[NH:35][CH:36]2[CH2:37][CH2:38][NH:39][CH2:40][CH2:41]2)[CH2:16]1. The catalyst class is: 4. (3) Reactant: Cl.[CH2:2]([O:9][C:10]1[CH:15]=[CH:14][C:13]([CH2:16][CH2:17][NH2:18])=[CH:12][CH:11]=1)[C:3]1[CH:8]=[CH:7][CH:6]=[CH:5][CH:4]=1.C(N(C(C)C)CC)(C)C.[Cl:28][C:29]1[N:34]=[C:33]([Cl:35])[C:32]([C:36](Cl)=[O:37])=[CH:31][N:30]=1. Product: [CH2:2]([O:9][C:10]1[CH:11]=[CH:12][C:13]([CH2:16][CH2:17][NH:18][C:36]([C:32]2[C:33]([Cl:35])=[N:34][C:29]([Cl:28])=[N:30][CH:31]=2)=[O:37])=[CH:14][CH:15]=1)[C:3]1[CH:4]=[CH:5][CH:6]=[CH:7][CH:8]=1. The catalyst class is: 4. (4) Reactant: [CH3:1][C:2]1[C:3]([CH2:8][N:9]([CH2:16][C:17]2[C:22]([CH3:23])=[CH:21][CH:20]=[CH:19][N:18]=2)[CH:10]2[CH2:15][CH2:14][NH:13][CH2:12][CH2:11]2)=[N:4][CH:5]=[CH:6][CH:7]=1.Cl.[C:25](Cl)(=[O:32])[C:26]1[CH:31]=[CH:30][CH:29]=[N:28][CH:27]=1.CCN(C(C)C)C(C)C.[OH-].[Na+]. Product: [CH3:1][C:2]1[C:3]([CH2:8][N:9]([CH2:16][C:17]2[C:22]([CH3:23])=[CH:21][CH:20]=[CH:19][N:18]=2)[CH:10]2[CH2:15][CH2:14][N:13]([C:25]([C:26]3[CH:27]=[N:28][CH:29]=[CH:30][CH:31]=3)=[O:32])[CH2:12][CH2:11]2)=[N:4][CH:5]=[CH:6][CH:7]=1. The catalyst class is: 1. (5) The catalyst class is: 8. Reactant: [OH:1][CH2:2][C:3]([NH:6][C:7]([NH2:9])=[S:8])([CH3:5])[CH3:4].Br[CH2:11][C:12]([C:14]1[CH:15]=[C:16]([C:20]#[N:21])[N:17]([CH3:19])[CH:18]=1)=O. Product: [OH:1][CH2:2][C:3]([NH:6][C:7]1[S:8][CH:11]=[C:12]([C:14]2[CH:15]=[C:16]([C:20]#[N:21])[N:17]([CH3:19])[CH:18]=2)[N:9]=1)([CH3:5])[CH3:4]. (6) Reactant: [CH3:1][C@H:2]1[CH2:7][N:6]([CH:8]2[CH2:11][O:10][CH2:9]2)[C@H:5]([CH3:12])[CH2:4][N:3]1[C:13]1[CH:14]=[CH:15][C:16]([NH:19][C:20]2[C:21](=[O:36])[N:22]([CH3:35])[CH:23]=[C:24](B3OC(C)(C)C(C)(C)O3)[CH:25]=2)=[N:17][CH:18]=1.Cl[C:38]1[C:43]([CH:44]=[O:45])=[C:42]([N:46]2[CH2:59][CH2:58][N:49]3[C:50]4[CH2:51][CH2:52][CH2:53][CH2:54][C:55]=4[C:56]([F:57])=[C:48]3[C:47]2=[O:60])[N:41]=[CH:40][CH:39]=1.[O-]P([O-])([O-])=O.[K+].[K+].[K+].C([O-])(=O)C.[Na+]. Product: [CH3:1][C@H:2]1[CH2:7][N:6]([CH:8]2[CH2:11][O:10][CH2:9]2)[C@H:5]([CH3:12])[CH2:4][N:3]1[C:13]1[CH:14]=[CH:15][C:16]([NH:19][C:20]2[C:21](=[O:36])[N:22]([CH3:35])[CH:23]=[C:24]([C:38]3[C:43]([CH:44]=[O:45])=[C:42]([N:46]4[CH2:59][CH2:58][N:49]5[C:50]6[CH2:51][CH2:52][CH2:53][CH2:54][C:55]=6[C:56]([F:57])=[C:48]5[C:47]4=[O:60])[N:41]=[CH:40][CH:39]=3)[CH:25]=2)=[N:17][CH:18]=1. The catalyst class is: 712. (7) Reactant: [O:1]=[C:2]1[CH:11]=[C:10]([O:12][C:13]2[CH:20]=[CH:19][C:16]([C:17]#[N:18])=[CH:15][CH:14]=2)[C:9]2[C:4](=[CH:5][CH:6]=[CH:7][CH:8]=2)[NH:3]1.[H][H]. Product: [NH2:18][CH2:17][C:16]1[CH:15]=[CH:14][C:13]([O:12][C:10]2[C:9]3[C:4](=[CH:5][CH:6]=[CH:7][CH:8]=3)[NH:3][C:2](=[O:1])[CH:11]=2)=[CH:20][CH:19]=1. The catalyst class is: 331. (8) Reactant: [F:1][C:2]1[CH:7]=[C:6]([F:8])[CH:5]=[CH:4][C:3]=1/[CH:9]=[CH:10]/[C:11]1[CH:16]=[CH:15][C:14]([S:17]([C:20]2[CH:25]=[CH:24][CH:23]=[CH:22][C:21]=2[C:26]2[N:27](COCC[Si](C)(C)C)[CH:28]=[CH:29][N:30]=2)(=[O:19])=[O:18])=[CH:13][CH:12]=1.FC(F)(F)C(O)=O.CCOCC. Product: [F:1][C:2]1[CH:7]=[C:6]([F:8])[CH:5]=[CH:4][C:3]=1/[CH:9]=[CH:10]/[C:11]1[CH:12]=[CH:13][C:14]([S:17]([C:20]2[CH:25]=[CH:24][CH:23]=[CH:22][C:21]=2[C:26]2[NH:30][CH:29]=[CH:28][N:27]=2)(=[O:19])=[O:18])=[CH:15][CH:16]=1. The catalyst class is: 2. (9) Reactant: Cl[C:2]1[N:10]=[CH:9][N:8]=[C:7]2[C:3]=1[N:4]=[CH:5][N:6]2[CH2:11][CH2:12][CH2:13][CH2:14][CH2:15][CH2:16][CH2:17][CH2:18][CH2:19][CH3:20].[NH3:21]. Product: [CH2:11]([N:6]1[CH:5]=[N:4][C:3]2[C:7]1=[N:8][CH:9]=[N:10][C:2]=2[NH2:21])[CH2:12][CH2:13][CH2:14][CH2:15][CH2:16][CH2:17][CH2:18][CH2:19][CH3:20]. The catalyst class is: 138.